Dataset: Forward reaction prediction with 1.9M reactions from USPTO patents (1976-2016). Task: Predict the product of the given reaction. The product is: [CH:1]1([CH2:4][C:5]2[C:7]3[C:8](=[O:16])[CH2:9][C:10]([CH3:15])([CH3:14])[CH2:11][C:12]=3[N:17]([C:19]3[C:26]([F:27])=[CH:25][C:22]([C:23]#[N:24])=[C:21]([F:28])[CH:20]=3)[N:18]=2)[CH2:2][CH2:3]1. Given the reactants [CH:1]1([CH2:4][C:5]([CH:7]2[C:12](=O)[CH2:11][C:10]([CH3:15])([CH3:14])[CH2:9][C:8]2=[O:16])=O)[CH2:3][CH2:2]1.[NH:17]([C:19]1[C:26]([F:27])=[CH:25][C:22]([C:23]#[N:24])=[C:21]([F:28])[CH:20]=1)[NH2:18].CCO, predict the reaction product.